Dataset: Experimentally validated miRNA-target interactions with 360,000+ pairs, plus equal number of negative samples. Task: Binary Classification. Given a miRNA mature sequence and a target amino acid sequence, predict their likelihood of interaction. (1) The miRNA is hsa-miR-3907 with sequence AGGUGCUCCAGGCUGGCUCACA. The protein sequence of the target gene is MPGGGSQEYGVLCIQEYRKNSKVESSTRNNFMGLKDHLGHDLGHLYVESTDPQLSPAVPWSTVENPSMDTVNVGKDEKEASEENASSGDSEENTNSDHESEQLGSISVEPGLITKTHRQLCRSPCLEPHILKRNEILQDFKPEESQTTSKEAKKPPDVVREYQTKLEFALKLGYSEEQVQLVLNKLGTDALINDILGELVKLGNKSEADQTVSTINTITRETSSLESQRSESPMQEIVTDDGENLRPIVIDGSNVAMSHGNKEVFSCRGIKLAVDWFLERGHKDITVFVPAWRKEQSRPD.... Result: 0 (no interaction). (2) Result: 0 (no interaction). The miRNA is mmu-let-7f-5p with sequence UGAGGUAGUAGAUUGUAUAGUU. The protein sequence of the target gene is MRPVALLLLPSLLALLAHGLSLEAPTVGKGQAPGIEETDGELTAAPTPEQPERGVHFVTTAPTLKLLNHHPLLEEFLQEGLEKGDEELRPALPFQPDPPAPFTPSPLPRLANQDSRPVFTSPTPAMAAVPTQPQSKEGPWSPESESPMLRITAPLPPGPSMAVPTLGPGEIASTTPPSRAWTPTQEGPGDMGRPWVAEVVSQGAGIGIQGTITSSTASGDDEETTTTTTIITTTITTVQTPGPCSWNFSGPEGSLDSPTDLSSPTDVGLDCFFYISVYPGYGVEIKVQNISLREGETVTV.... (3) The miRNA is hsa-miR-4284 with sequence GGGCUCACAUCACCCCAU. The protein sequence of the target gene is MEWNGLKMIISTMEPQVSNGPTSNTSNGPSSNNRNCPSPMQTGAATDDSKTNLIVNYLPQNMTQEEFRSLFGSIGEIESCKLVRDKITGQSLGYGFVNYIDPKDAEKAINTLNGLRLQTKTIKVSYARPSSASIRDANLYVSGLPKTMTQKELEQLFSQYGRIITSRILVDQVTGVSRGVGFIRFDKRIEAEEAIKGLNGQKPSGATEPITVKFANNPSQKSSQALLSQLYQSPNRRYPGPLHHQAQRFRLDNLLNMAYGVKRLMSGPVPPSACPPRFSPITIDGMTSLVGMNIPGHTGT.... Result: 0 (no interaction).